Dataset: Full USPTO retrosynthesis dataset with 1.9M reactions from patents (1976-2016). Task: Predict the reactants needed to synthesize the given product. Given the product [CH2:26]([N:11]1[C:12]2[C:17](=[CH:16][C:15]([F:20])=[C:14]([N:21]3[CH2:25][CH2:24][CH2:23][CH2:22]3)[CH:13]=2)[C:18](=[O:19])[N:9]([OH:8])[C:10]1=[O:28])[CH3:27], predict the reactants needed to synthesize it. The reactants are: C([O:8][N:9]1[C:18](=[O:19])[C:17]2[C:12](=[CH:13][C:14]([N:21]3[CH2:25][CH2:24][CH2:23][CH2:22]3)=[C:15]([F:20])[CH:16]=2)[N:11]([CH2:26][CH3:27])[C:10]1=[O:28])C1C=CC=CC=1.[H][H].